Dataset: Forward reaction prediction with 1.9M reactions from USPTO patents (1976-2016). Task: Predict the product of the given reaction. (1) Given the reactants [C:1]([CH2:3][C:4]1([CH2:17][OH:18])[CH2:9][CH2:8][N:7]([C:10]([O:12][C:13]([CH3:16])([CH3:15])[CH3:14])=[O:11])[CH2:6][CH2:5]1)#[N:2].CC(OI1(OC(C)=O)(OC(C)=O)OC(=O)C2C=CC=CC1=2)=O.[O-]S([O-])(=S)=O.[Na+].[Na+], predict the reaction product. The product is: [C:1]([CH2:3][C:4]1([CH:17]=[O:18])[CH2:9][CH2:8][N:7]([C:10]([O:12][C:13]([CH3:14])([CH3:16])[CH3:15])=[O:11])[CH2:6][CH2:5]1)#[N:2]. (2) Given the reactants Br[C:2]1[S:3][CH:4]=[CH:5][N:6]=1.CC1(C)C(C)(C)OB([C:15]2[CH:29]=[CH:28][C:18]([O:19][CH2:20][C:21]([O:23][C:24]([CH3:27])([CH3:26])[CH3:25])=[O:22])=[CH:17][CH:16]=2)O1.[Cl-].[K+].C([O-])([O-])=O.[Na+].[Na+], predict the reaction product. The product is: [S:3]1[CH:4]=[CH:5][N:6]=[C:2]1[C:15]1[CH:29]=[CH:28][C:18]([O:19][CH2:20][C:21]([O:23][C:24]([CH3:25])([CH3:26])[CH3:27])=[O:22])=[CH:17][CH:16]=1. (3) Given the reactants [C:1]1([C:28]2[CH:33]=[CH:32][CH:31]=[CH:30][CH:29]=2)[CH:6]=[CH:5][C:4]([C:7]([N:9]2[CH2:14][CH2:13][CH:12]([C:15]3[NH:19][C:18]4[CH:20]=[CH:21][C:22]([C:24]([O:26]C)=[O:25])=[CH:23][C:17]=4[N:16]=3)[CH2:11][CH2:10]2)=[O:8])=[CH:3][CH:2]=1.Cl, predict the reaction product. The product is: [C:1]1([C:28]2[CH:29]=[CH:30][CH:31]=[CH:32][CH:33]=2)[CH:2]=[CH:3][C:4]([C:7]([N:9]2[CH2:10][CH2:11][CH:12]([C:15]3[NH:19][C:18]4[CH:20]=[CH:21][C:22]([C:24]([OH:26])=[O:25])=[CH:23][C:17]=4[N:16]=3)[CH2:13][CH2:14]2)=[O:8])=[CH:5][CH:6]=1. (4) The product is: [CH2:1]([CH:5]([CH2:11][C:12]1[CH:13]=[CH:14][C:15]([O:18][CH2:19][CH2:20][NH:21][C:22]([C:24]2[CH:29]=[CH:28][C:27]([C:30]3[CH:31]=[C:32]([CH3:41])[C:33]([O:37][CH2:38][O:39][CH3:40])=[C:34]([CH3:36])[CH:35]=3)=[CH:26][CH:25]=2)=[O:23])=[CH:16][CH:17]=1)[C:6]([OH:8])=[O:7])[CH2:2][CH2:3][CH3:4]. Given the reactants [CH2:1]([CH:5]([CH2:11][C:12]1[CH:17]=[CH:16][C:15]([O:18][CH2:19][CH2:20][NH:21][C:22]([C:24]2[CH:29]=[CH:28][C:27]([C:30]3[CH:35]=[C:34]([CH3:36])[C:33]([O:37][CH2:38][O:39][CH3:40])=[C:32]([CH3:41])[CH:31]=3)=[CH:26][CH:25]=2)=[O:23])=[CH:14][CH:13]=1)[C:6]([O:8]CC)=[O:7])[CH2:2][CH2:3][CH3:4].[OH-].[Na+], predict the reaction product. (5) Given the reactants [CH2:1]([C:5]1=[CH:6][N:7]([C:24]([CH3:27])([CH3:26])[CH3:25])[S:8]/[C:9]/1=[N:10]\[C:11]([C@:13]1([CH3:23])[CH2:17][CH2:16][C@H:15]([C:18]([OH:20])=O)[C:14]1([CH3:22])[CH3:21])=[O:12])[CH2:2][CH2:3][CH3:4].Cl.[CH2:29]([NH2:32])[CH2:30][CH3:31], predict the reaction product. The product is: [CH2:1]([C:5]1=[CH:6][N:7]([C:24]([CH3:25])([CH3:26])[CH3:27])[S:8]/[C:9]/1=[N:10]\[C:11]([C@:13]1([CH3:23])[CH2:17][CH2:16][C@H:15]([C:18]([NH:32][CH2:29][CH2:30][CH3:31])=[O:20])[C:14]1([CH3:21])[CH3:22])=[O:12])[CH2:2][CH2:3][CH3:4]. (6) Given the reactants [CH2:1]([N:5]([CH2:42][CH2:43][NH:44][CH2:45][CH2:46][C:47]1[C:52]2[O:53][CH2:54][C:55](=[O:57])[NH:56][C:51]=2[C:50]([OH:58])=[CH:49][CH:48]=1)[C:6](=[O:41])[CH2:7][CH2:8][O:9][CH2:10][CH2:11][C:12]1[CH:17]=[CH:16][CH:15]=[C:14]([CH2:18][CH2:19][N:20]2[CH2:40][CH2:39][C:23]3([O:28][CH2:27][CH2:26][N:25]([C:29]([C:31]4[N:32]=[C:33]([CH:36]([CH3:38])[CH3:37])[S:34][CH:35]=4)=[O:30])[CH2:24]3)[CH2:22][CH2:21]2)[CH:13]=1)[CH2:2][CH2:3][CH3:4].[S:59](=[O:63])(=[O:62])([OH:61])[OH:60].O, predict the reaction product. The product is: [S:59]([OH:63])([OH:62])(=[O:61])=[O:60].[CH2:1]([N:5]([CH2:42][CH2:43][NH:44][CH2:45][CH2:46][C:47]1[C:52]2[O:53][CH2:54][C:55](=[O:57])[NH:56][C:51]=2[C:50]([OH:58])=[CH:49][CH:48]=1)[C:6](=[O:41])[CH2:7][CH2:8][O:9][CH2:10][CH2:11][C:12]1[CH:17]=[CH:16][CH:15]=[C:14]([CH2:18][CH2:19][N:20]2[CH2:40][CH2:39][C:23]3([O:28][CH2:27][CH2:26][N:25]([C:29]([C:31]4[N:32]=[C:33]([CH:36]([CH3:37])[CH3:38])[S:34][CH:35]=4)=[O:30])[CH2:24]3)[CH2:22][CH2:21]2)[CH:13]=1)[CH2:2][CH2:3][CH3:4]. (7) The product is: [CH2:34]([O:36][C:37](=[O:40])[CH2:38][NH:39][CH2:28][C@H:26]([OH:27])[CH2:25][O:24][C:20]1[C:21]([CH3:23])=[CH:22][C:17]([C:14]2[N:13]=[C:12]([C:10]3[CH:9]=[C:8]([O:31][CH3:32])[N:7]=[C:6]([CH:1]4[CH2:2][CH2:3][CH2:4][CH2:5]4)[CH:11]=3)[O:16][N:15]=2)=[CH:18][C:19]=1[CH2:29][CH3:30])[CH3:35]. Given the reactants [CH:1]1([C:6]2[CH:11]=[C:10]([C:12]3[O:16][N:15]=[C:14]([C:17]4[CH:22]=[C:21]([CH3:23])[C:20]([O:24][CH2:25][C@@H:26]5[CH2:28][O:27]5)=[C:19]([CH2:29][CH3:30])[CH:18]=4)[N:13]=3)[CH:9]=[C:8]([O:31][CH3:32])[N:7]=2)[CH2:5][CH2:4][CH2:3][CH2:2]1.Cl.[CH2:34]([O:36][C:37](=[O:40])[CH2:38][NH2:39])[CH3:35].Cl.C(=O)([O-])[O-].CCN(C(C)C)C(C)C, predict the reaction product.